Predict the reactants needed to synthesize the given product. From a dataset of Full USPTO retrosynthesis dataset with 1.9M reactions from patents (1976-2016). (1) Given the product [C:12]([O:11][C:9]([C@@H:8]([N:6]1[C:5](=[O:18])[CH2:4][CH:3]([CH:2]=[O:1])[CH2:7]1)[CH2:16][CH3:17])=[O:10])([CH3:15])([CH3:13])[CH3:14], predict the reactants needed to synthesize it. The reactants are: [OH:1][CH2:2][CH:3]1[CH2:7][N:6]([C@@H:8]([CH2:16][CH3:17])[C:9]([O:11][C:12]([CH3:15])([CH3:14])[CH3:13])=[O:10])[C:5](=[O:18])[CH2:4]1. (2) Given the product [C:18]([C:17]1[CH:13]([C:5]2[CH:6]=[CH:7][CH:8]=[C:9]3[C:4]=2[O:3][C:2]([CH3:1])=[CH:11][C:10]3=[O:12])[C:24]([C:25]([O:27][CH:28]2[CH2:31][CH2:30][CH2:29]2)=[O:26])=[C:23]([CH3:32])[NH:22][C:16]=1[CH3:15])(=[O:20])[CH3:19], predict the reactants needed to synthesize it. The reactants are: [CH3:1][C:2]1[O:3][C:4]2[C:9]([C:10](=[O:12])[CH:11]=1)=[CH:8][CH:7]=[CH:6][C:5]=2[CH:13]=O.[CH3:15][C:16](=O)[CH2:17][C:18](=[O:20])[CH3:19].[NH2:22]/[C:23](/[CH3:32])=[CH:24]\[C:25]([O:27][CH:28]1[CH2:31][CH2:30][CH2:29]1)=[O:26].C(O)(=O)C. (3) Given the product [CH3:31][C:28]1([CH3:32])[O:1][C:2]2[C:3]3[C:4]([CH2:18][CH2:19][CH3:20])=[CH:5][C:6](=[O:17])[O:7][C:8]=3[CH:9]=[C:10]([O:12][C:13](=[O:16])[CH2:14][CH3:15])[C:11]=2[CH:30]=[CH:29]1, predict the reactants needed to synthesize it. The reactants are: [OH:1][C:2]1[CH:11]=[C:10]([O:12][C:13](=[O:16])[CH2:14][CH3:15])[CH:9]=[C:8]2[C:3]=1[C:4]([CH2:18][CH2:19][CH3:20])=[CH:5][C:6](=[O:17])[O:7]2.C([O-])([O-])=O.[K+].[K+].Cl[C:28]([CH3:32])([CH3:31])[C:29]#[CH:30]. (4) Given the product [CH2:1]([O:8][C:9]1[N:14]=[C:13]([O:15][CH2:16][C:17]2[CH:22]=[CH:21][CH:20]=[CH:19][CH:18]=2)[C:12]2[NH:23][CH:27]=[CH:26][C:11]=2[N:10]=1)[C:2]1[CH:3]=[CH:4][CH:5]=[CH:6][CH:7]=1, predict the reactants needed to synthesize it. The reactants are: [CH2:1]([O:8][C:9]1[N:14]=[C:13]([O:15][CH2:16][C:17]2[CH:22]=[CH:21][CH:20]=[CH:19][CH:18]=2)[C:12]([N+:23]([O-])=O)=[C:11]([CH:26]=[CH:27]N(C)C)[N:10]=1)[C:2]1[CH:7]=[CH:6][CH:5]=[CH:4][CH:3]=1. (5) Given the product [CH2:1]([C:8]1[NH:9][CH:10]=[N:49][C:12]=1[C:13]1[N:14]=[N:15][N:16]([CH2:24][C:25]2[CH:26]=[C:27]([C:35]([F:38])([F:36])[F:37])[CH:28]=[C:29]([C:31]([F:34])([F:32])[F:33])[CH:30]=2)[C:17]=1[C:18]1[CH:23]=[CH:22][CH:21]=[CH:20][CH:19]=1)[C:2]1[CH:3]=[CH:4][CH:5]=[CH:6][CH:7]=1, predict the reactants needed to synthesize it. The reactants are: [CH2:1]([C:8]1(S(C2C=CC(C)=CC=2)(=O)=O)[CH:12]([C:13]2[N:14]=[N:15][N:16]([CH2:24][C:25]3[CH:30]=[C:29]([C:31]([F:34])([F:33])[F:32])[CH:28]=[C:27]([C:35]([F:38])([F:37])[F:36])[CH:26]=3)[C:17]=2[C:18]2[CH:23]=[CH:22][CH:21]=[CH:20][CH:19]=2)O[CH:10]=[N:9]1)[C:2]1[CH:7]=[CH:6][CH:5]=[CH:4][CH:3]=1.[NH3:49].CO.